Dataset: Catalyst prediction with 721,799 reactions and 888 catalyst types from USPTO. Task: Predict which catalyst facilitates the given reaction. (1) Reactant: [CH2:1]([O:3][C:4]([C:6]1[CH2:7][C:8]2[C:13]([C:14]=1[C:15]1[CH:20]=[CH:19][CH:18]=[CH:17][CH:16]=1)=[CH:12][C:11]1[O:21][CH2:22][O:23][C:10]=1[CH:9]=2)=[O:5])[CH3:2].[Se](=O)=[O:25]. Product: [CH2:1]([O:3][C:4]([C:6]1[C:7](=[O:25])[C:8]2[C:13]([C:14]=1[C:15]1[CH:16]=[CH:17][CH:18]=[CH:19][CH:20]=1)=[CH:12][C:11]1[O:21][CH2:22][O:23][C:10]=1[CH:9]=2)=[O:5])[CH3:2]. The catalyst class is: 12. (2) Reactant: [CH3:1][C:2]1[CH:3]=[N:4][C:5]2[C:10]([CH:11]=1)=[CH:9][C:8]([OH:12])=[C:7]([C:13]1[N:14]=[N:15][C:16]([N:19]([CH3:30])[CH:20]3[CH2:25][C:24]([CH3:27])([CH3:26])[NH:23][C:22]([CH3:29])([CH3:28])[CH2:21]3)=[CH:17][CH:18]=1)[CH:6]=2.[Br:31]N1C(=O)CCC1=O. Product: [Br:31][C:9]1[C:8]([OH:12])=[C:7]([C:13]2[N:14]=[N:15][C:16]([N:19]([CH3:30])[CH:20]3[CH2:25][C:24]([CH3:26])([CH3:27])[NH:23][C:22]([CH3:29])([CH3:28])[CH2:21]3)=[CH:17][CH:18]=2)[CH:6]=[C:5]2[C:10]=1[CH:11]=[C:2]([CH3:1])[CH:3]=[N:4]2. The catalyst class is: 124. (3) Reactant: [Cl:1][C:2]1[CH:7]=[CH:6][C:5](F)=[C:4]([N+:9]([O-:11])=[O:10])[CH:3]=1.[NH2:12][C:13]1[CH:14]=[CH:15][C:16]([C:19]#[N:20])=[N:17][CH:18]=1.CC([O-])(C)C.[K+]. Product: [Cl:1][C:2]1[CH:7]=[CH:6][C:5]([NH:12][C:13]2[CH:14]=[CH:15][C:16]([C:19]#[N:20])=[N:17][CH:18]=2)=[C:4]([N+:9]([O-:11])=[O:10])[CH:3]=1. The catalyst class is: 9. (4) Reactant: [Cl-].[F:2][C:3]1[CH:28]=[CH:27][C:6]([CH2:7][P+](C2C=CC=CC=2)(C2C=CC=CC=2)C2C=CC=CC=2)=[CH:5][CH:4]=1.[Li]CCCC.[C:34]([C:36]1[CH:41]=[CH:40][C:39]([N:42]2[CH2:47][CH2:46][C:45](=O)[CH2:44][CH2:43]2)=[CH:38][CH:37]=1)#[N:35]. Product: [F:2][C:3]1[CH:4]=[CH:5][C:6]([CH:7]=[C:45]2[CH2:46][CH2:47][N:42]([C:39]3[CH:40]=[CH:41][C:36]([C:34]#[N:35])=[CH:37][CH:38]=3)[CH2:43][CH2:44]2)=[CH:27][CH:28]=1. The catalyst class is: 1. (5) Reactant: Br[C:2]1[CH:3]=[C:4]([S:8]([NH:11][C:12]2[CH:20]=[CH:19][C:15]([C:16]([OH:18])=[O:17])=[C:14]([OH:21])[CH:13]=2)(=[O:10])=[O:9])[CH:5]=[CH:6][CH:7]=1.[CH2:22]([O:24][C:25]1[CH:26]=[C:27](B(O)O)[CH:28]=[CH:29][CH:30]=1)[CH3:23].C([O-])([O-])=O.[K+].[K+].C(Cl)Cl. Product: [CH2:22]([O:24][C:25]1[CH:30]=[C:29]([C:2]2[CH:7]=[CH:6][CH:5]=[C:4]([S:8]([NH:11][C:12]3[CH:20]=[CH:19][C:15]([C:16]([OH:18])=[O:17])=[C:14]([OH:21])[CH:13]=3)(=[O:10])=[O:9])[CH:3]=2)[CH:28]=[CH:27][CH:26]=1)[CH3:23]. The catalyst class is: 117. (6) Reactant: C(OC([NH:8][C@H:9]1[CH2:14][CH2:13][CH2:12][N:11]([CH2:15][CH2:16][O:17][C:18](=[O:23])[C:19]([CH3:22])([CH3:21])[CH3:20])[CH2:10]1)=O)(C)(C)C.C(O)(C(F)(F)F)=O.C1(C)C=CC=CC=1. Product: [NH2:8][C@H:9]1[CH2:14][CH2:13][CH2:12][N:11]([CH2:15][CH2:16][O:17][C:18](=[O:23])[C:19]([CH3:21])([CH3:20])[CH3:22])[CH2:10]1. The catalyst class is: 2. (7) The catalyst class is: 1. Product: [N+:24]([C:27]1[C:28]([N:33]2[CH2:38][CH2:37][C:36](=[CH:2][C:3]#[C:7][Si:16]([CH3:18])([CH3:17])[CH3:15])[CH2:35][CH2:34]2)=[N:29][CH:30]=[CH:31][CH:32]=1)([O-:26])=[O:25]. Reactant: Br[CH2:2][C:3]1[CH:7]=C(C2OC=CC=2)N(C)N=1.[Li+].[CH3:15][Si:16]([N-][Si:16]([CH3:18])([CH3:17])[CH3:15])([CH3:18])[CH3:17].[N+:24]([C:27]1[C:28]([N:33]2[CH2:38][CH2:37][C:36](=O)[CH2:35][CH2:34]2)=[N:29][CH:30]=[CH:31][CH:32]=1)([O-:26])=[O:25]. (8) Reactant: [ClH:1].[CH2:2]([C@@H:4]1[N:9]([C:10]2[CH:15]=[CH:14][C:13]([C:16]([OH:25])([C:21]([F:24])([F:23])[F:22])[C:17]([F:20])([F:19])[F:18])=[CH:12][CH:11]=2)[CH2:8][CH2:7][N:6](C(OC(C)(C)C)=O)[CH2:5]1)[CH3:3]. Product: [ClH:1].[CH2:2]([C@H:4]1[CH2:5][NH:6][CH2:7][CH2:8][N:9]1[C:10]1[CH:15]=[CH:14][C:13]([C:16]([OH:25])([C:17]([F:19])([F:20])[F:18])[C:21]([F:22])([F:23])[F:24])=[CH:12][CH:11]=1)[CH3:3]. The catalyst class is: 2. (9) Reactant: [NH2:1][C:2]1[C:7]2[C:8]([C:11]3[CH:16]=[CH:15][C:14]([NH:17][C:18]([NH:20][C:21]4[CH:26]=[CH:25][CH:24]=[C:23]([F:27])[CH:22]=4)=[O:19])=[CH:13][CH:12]=3)=[CH:9][S:10][C:6]=2[C:5]([C:28]2[CH:29]=[N:30][N:31]([CH2:33][CH2:34][OH:35])[CH:32]=2)=[CH:4][N:3]=1.[P:36](=[O:40])([OH:39])([OH:38])[OH:37]. Product: [P:36]([OH:40])([OH:39])([OH:38])=[O:37].[NH2:1][C:2]1[C:7]2[C:8]([C:11]3[CH:12]=[CH:13][C:14]([NH:17][C:18]([NH:20][C:21]4[CH:26]=[CH:25][CH:24]=[C:23]([F:27])[CH:22]=4)=[O:19])=[CH:15][CH:16]=3)=[CH:9][S:10][C:6]=2[C:5]([C:28]2[CH:29]=[N:30][N:31]([CH2:33][CH2:34][OH:35])[CH:32]=2)=[CH:4][N:3]=1. The catalyst class is: 41.